From a dataset of Catalyst prediction with 721,799 reactions and 888 catalyst types from USPTO. Predict which catalyst facilitates the given reaction. Reactant: Cl[C:2]1[N:9]=[C:8]([CH3:10])[C:7]([C:11]2[O:12][C:13]([CH2:16][CH3:17])=[CH:14][N:15]=2)=[CH:6][C:3]=1[C:4]#[N:5].[NH:18]1[CH2:21][CH:20]([C:22]([OH:24])=[O:23])[CH2:19]1. Product: [C:4]([C:3]1[C:2]([N:18]2[CH2:21][CH:20]([C:22]([OH:24])=[O:23])[CH2:19]2)=[N:9][C:8]([CH3:10])=[C:7]([C:11]2[O:12][C:13]([CH2:16][CH3:17])=[CH:14][N:15]=2)[CH:6]=1)#[N:5]. The catalyst class is: 14.